From a dataset of Full USPTO retrosynthesis dataset with 1.9M reactions from patents (1976-2016). Predict the reactants needed to synthesize the given product. The reactants are: [OH-].[Li+].[Cl:3][C:4]1[CH:5]=[N:6][CH:7]=[C:8]([C:13]=1[NH:14][C:15]1[C:24]2[C:19](=[C:20]([O:27][CH:28]3[CH2:32][CH2:31][CH2:30][CH2:29]3)[C:21]([O:25][CH3:26])=[CH:22][CH:23]=2)[O:18][C:17](=[O:33])[CH:16]=1)[C:9]([O:11]C)=[O:10].CO. Given the product [Cl:3][C:4]1[CH:5]=[N:6][CH:7]=[C:8]([C:13]=1[NH:14][C:15]1[C:24]2[C:19](=[C:20]([O:27][CH:28]3[CH2:29][CH2:30][CH2:31][CH2:32]3)[C:21]([O:25][CH3:26])=[CH:22][CH:23]=2)[O:18][C:17](=[O:33])[CH:16]=1)[C:9]([OH:11])=[O:10], predict the reactants needed to synthesize it.